Dataset: Forward reaction prediction with 1.9M reactions from USPTO patents (1976-2016). Task: Predict the product of the given reaction. (1) Given the reactants Br[C:2]1[CH:7]=[CH:6][CH:5]=[C:4]([C:8]2[N:9]=[N:10][N:11]([CH3:13])[CH:12]=2)[N:3]=1.[NH2:14][C:15]1[S:16][C:17]([C:23]2[C:28]([F:29])=[CH:27][C:26]([C:30]([OH:33])([CH3:32])[CH3:31])=[CH:25][C:24]=2[F:34])=[CH:18][C:19]=1[C:20]([NH2:22])=[O:21], predict the reaction product. The product is: [F:34][C:24]1[CH:25]=[C:26]([C:30]([OH:33])([CH3:32])[CH3:31])[CH:27]=[C:28]([F:29])[C:23]=1[C:17]1[S:16][C:15]([NH:14][C:2]2[CH:7]=[CH:6][CH:5]=[C:4]([C:8]3[N:9]=[N:10][N:11]([CH3:13])[CH:12]=3)[N:3]=2)=[C:19]([C:20]([NH2:22])=[O:21])[CH:18]=1. (2) Given the reactants [C:1]1([CH:7]2[O:17][C:11]3([CH2:16][CH2:15][NH:14][CH2:13][CH2:12]3)[CH2:10][N:9]([CH2:18][C:19]([F:22])([F:21])[F:20])[CH2:8]2)[CH:6]=[CH:5][CH:4]=[CH:3][CH:2]=1.[CH:23]([O:26][C:27]1[CH:35]=[CH:34][C:30]([C:31](O)=[O:32])=[CH:29][C:28]=1[CH3:36])([CH3:25])[CH3:24].F[P-](F)(F)(F)(F)F.N1(OC(N(C)C)=[N+](C)C)C2N=CC=CC=2N=N1.C(N(C(C)C)CC)(C)C, predict the reaction product. The product is: [CH:23]([O:26][C:27]1[CH:35]=[CH:34][C:30]([C:31]([N:14]2[CH2:15][CH2:16][C:11]3([O:17][CH:7]([C:1]4[CH:2]=[CH:3][CH:4]=[CH:5][CH:6]=4)[CH2:8][N:9]([CH2:18][C:19]([F:21])([F:22])[F:20])[CH2:10]3)[CH2:12][CH2:13]2)=[O:32])=[CH:29][C:28]=1[CH3:36])([CH3:25])[CH3:24]. (3) Given the reactants [CH2:1]([O:3][C:4](=[O:20])[C:5]([C:10](=O)[C:11]1[C:16]([F:17])=[CH:15][CH:14]=[CH:13][C:12]=1[Cl:18])=[C:6]([NH:8]C)[CH3:7])[CH3:2].O.[NH2:22]N, predict the reaction product. The product is: [CH2:1]([O:3][C:4]([CH:5]1[C:6]([CH3:7])=[N:8][N:22]=[C:10]1[C:11]1[C:16]([F:17])=[CH:15][CH:14]=[CH:13][C:12]=1[Cl:18])=[O:20])[CH3:2]. (4) Given the reactants C([Mg]Br)(C)C.[Li]CCCC.[C:11]([NH2:19])(=[O:18])[C:12]1[CH:17]=[CH:16][CH:15]=[CH:14][CH:13]=1.CN([CH:23]=[O:24])C.[NH4+].[Cl-], predict the reaction product. The product is: [CH:23]([C:13]1[CH:14]=[CH:15][CH:16]=[CH:17][C:12]=1[C:11]([NH2:19])=[O:18])=[O:24]. (5) Given the reactants Cl[C:2]1[C:11]2[CH:10]=[N:9][C:8]([S:12][CH3:13])=[N:7][C:6]=2[CH:5]=[CH:4][N:3]=1.[CH3:14]B1OB(C)OB(C)O1.C1COCC1.C1(P(C2CCCCC2)C2C=CC=CC=2C2C(OC)=CC=CC=2OC)CCCCC1.[F-].[Cs+], predict the reaction product. The product is: [CH3:14][C:2]1[C:11]2[CH:10]=[N:9][C:8]([S:12][CH3:13])=[N:7][C:6]=2[CH:5]=[CH:4][N:3]=1.